Dataset: Full USPTO retrosynthesis dataset with 1.9M reactions from patents (1976-2016). Task: Predict the reactants needed to synthesize the given product. (1) Given the product [CH2:1]([O:8][C:9]1[N:10]=[N:11][C:12]([CH2:59][C:60]2[CH:61]=[C:62]([C:70]([F:72])([F:73])[F:71])[CH:63]=[C:64]([C:66]([F:67])([F:68])[F:69])[CH:65]=2)=[CH:13][C:14]=1[O:15][CH2:16][C:17]1[CH:22]=[CH:21][CH:20]=[CH:19][CH:18]=1)[C:2]1[CH:7]=[CH:6][CH:5]=[CH:4][CH:3]=1, predict the reactants needed to synthesize it. The reactants are: [CH2:1]([O:8][C:9]1[N:10]=[N:11][C:12](Cl)=[CH:13][C:14]=1[O:15][CH2:16][C:17]1[CH:22]=[CH:21][CH:20]=[CH:19][CH:18]=1)[C:2]1[CH:7]=[CH:6][CH:5]=[CH:4][CH:3]=1.C1(P(C2CCCCC2)C2C=CC=CC=2C2C(C(C)C)=CC(C(C)C)=CC=2C(C)C)CCCCC1.Cl[CH2:59][C:60]1[CH:65]=[C:64]([C:66]([F:69])([F:68])[F:67])[CH:63]=[C:62]([C:70]([F:73])([F:72])[F:71])[CH:61]=1.[Mg].[Cl-].[Li+]. (2) Given the product [Cl:1][C:2]1[C:6]([CH2:7][N:42]2[CH2:43][CH2:44][N:39]([CH3:38])[CH2:40][CH2:41]2)=[CH:5][S:4][C:3]=1[C:8]([OH:10])=[O:9], predict the reactants needed to synthesize it. The reactants are: [Cl:1][C:2]1[C:6]([CH3:7])=[CH:5][S:4][C:3]=1[C:8]([O:10]C)=[O:9].C1C(=O)N(Br)C(=O)C1.C(OOC(=O)C1C=CC=CC=1)(=O)C1C=CC=CC=1.[CH3:38][N:39]1[CH2:44][CH2:43][NH:42][CH2:41][CH2:40]1.[Li+].[OH-].Cl. (3) The reactants are: [Br:1][C:2]1[C:3]([Cl:12])=[N:4][C:5](C(F)(F)F)=[CH:6][CH:7]=1.C1C(=O)[N:17](Br)C(=O)C1.N. Given the product [Br:1][C:2]1[CH:7]=[CH:6][C:5]([NH2:17])=[N:4][C:3]=1[Cl:12], predict the reactants needed to synthesize it. (4) Given the product [Cl:1][C:2]1[CH:7]=[CH:6][CH:5]=[C:4]([F:8])[C:3]=1[NH:9][C:10]1[NH:22][C:21]2[C:16]3[N:17]=[C:18]([CH3:20])[O:19][C:15]=3[C:14]([C:23]([NH:32][C:31]3[CH:33]=[CH:34][C:28]([F:27])=[C:29]([C:35]([F:38])([F:36])[F:37])[CH:30]=3)=[O:25])=[CH:13][C:12]=2[N:11]=1, predict the reactants needed to synthesize it. The reactants are: [Cl:1][C:2]1[CH:7]=[CH:6][CH:5]=[C:4]([F:8])[C:3]=1[NH:9][C:10]1[NH:22][C:21]2[C:16]3[N:17]=[C:18]([CH3:20])[O:19][C:15]=3[C:14]([C:23]([O:25]C)=O)=[CH:13][C:12]=2[N:11]=1.[F:27][C:28]1[CH:34]=[CH:33][C:31]([NH2:32])=[CH:30][C:29]=1[C:35]([F:38])([F:37])[F:36].C[Al](C)C.